This data is from Full USPTO retrosynthesis dataset with 1.9M reactions from patents (1976-2016). The task is: Predict the reactants needed to synthesize the given product. (1) The reactants are: [Mg].BrCCBr.Cl[CH:7]1[CH2:12][CH2:11][N:10]([CH3:13])[CH2:9][CH2:8]1.C[N:15]1CCC([Mg]Cl)CC1.[S:23](Cl)(Cl)(=[O:25])=[O:24].C([O-])([O-])=O.[K+].[K+]. Given the product [CH3:13][N:10]1[CH2:11][CH2:12][CH:7]([S:23]([NH2:15])(=[O:25])=[O:24])[CH2:8][CH2:9]1, predict the reactants needed to synthesize it. (2) Given the product [NH:7]1[C:6]2[CH:8]=[CH:9][CH:10]=[CH:11][C:5]=2[N:4]=[C:3]1[N:1]1[C:21](=[O:22])[CH:20]=[C:12]([C:13]2[CH:18]=[CH:17][CH:16]=[CH:15][CH:14]=2)[NH:2]1, predict the reactants needed to synthesize it. The reactants are: [NH:1]([C:3]1[NH:7][C:6]2[CH:8]=[CH:9][CH:10]=[CH:11][C:5]=2[N:4]=1)[NH2:2].[C:12]([CH2:20][C:21](OCC)=[O:22])(=O)[C:13]1[CH:18]=[CH:17][CH:16]=[CH:15][CH:14]=1.Cl. (3) Given the product [Cl:25][C:14]1[N:15]([C:16]2[C:17]([CH3:24])=[CH:18][C:19]([CH3:23])=[CH:20][C:21]=2[CH3:22])[C:11]2[N:12]([CH:13]=1)[C:8]([CH2:6][N:5]([CH2:4][CH:1]1[CH2:2][CH2:3]1)[CH2:30][CH2:31][CH3:32])=[C:9]([C:26]([F:27])([F:28])[F:29])[N:10]=2, predict the reactants needed to synthesize it. The reactants are: [CH:1]1([CH2:4][N:5]([CH2:30][CH2:31][CH3:32])[C:6]([C:8]2[N:12]3[CH:13]=[C:14]([Cl:25])[N:15]([C:16]4[C:21]([CH3:22])=[CH:20][C:19]([CH3:23])=[CH:18][C:17]=4[CH3:24])[C:11]3=[N:10][C:9]=2[C:26]([F:29])([F:28])[F:27])=O)[CH2:3][CH2:2]1.COCCO[AlH2-]OCCOC.[Na+].[C@H](O)(C([O-])=O)[C@@H](O)C([O-])=O.[Na+].[K+].